Task: Predict which catalyst facilitates the given reaction.. Dataset: Catalyst prediction with 721,799 reactions and 888 catalyst types from USPTO Reactant: [CH2:1]([O:8][C:9](=[O:28])[CH2:10][CH2:11][CH2:12][CH2:13][CH2:14][NH:15][C:16](=[O:27])[CH2:17][N:18]([CH2:23][C:24]([OH:26])=O)[CH2:19][C:20]([OH:22])=[O:21])[C:2]1[CH:7]=[CH:6][CH:5]=[CH:4][CH:3]=1.FC(F)(F)C(OC(=O)C(F)(F)F)=O.CCN(CC)CC.[NH2:49][CH2:50][CH2:51][CH2:52][CH2:53][CH2:54][C:55]([NH:57][CH2:58][CH2:59][O:60][C@@H:61]1[O:69][C@@H:68]([CH3:70])[C@@H:66]([OH:67])[C@@H:64]([OH:65])[C@@H:62]1[OH:63])=[O:56]. Product: [CH2:1]([O:8][C:9](=[O:28])[CH2:10][CH2:11][CH2:12][CH2:13][CH2:14][NH:15][C:16](=[O:27])[CH2:17][N:18]([CH2:19][C:20]([OH:22])=[O:21])[CH2:23][C:24]([NH:49][CH2:50][CH2:51][CH2:52][CH2:53][CH2:54][C:55]([NH:57][CH2:58][CH2:59][O:60][C@@H:61]1[O:69][C@@H:68]([CH3:70])[C@@H:66]([OH:67])[C@@H:64]([OH:65])[C@@H:62]1[OH:63])=[O:56])=[O:26])[C:2]1[CH:3]=[CH:4][CH:5]=[CH:6][CH:7]=1. The catalyst class is: 59.